Task: Predict the product of the given reaction.. Dataset: Forward reaction prediction with 1.9M reactions from USPTO patents (1976-2016) Given the reactants [CH3:1][C:2]([CH3:7])([CH3:6])[C:3](Cl)=O.C[O:9][C:10]1[C:15]([NH2:16])=[CH:14][CH:13]=[CH:12][N:11]=1.O, predict the reaction product. The product is: [CH3:1][C:2]([CH3:7])([CH3:6])[CH2:3][NH:16][C:15]1[C:10](=[O:9])[NH:11][CH:12]=[CH:13][CH:14]=1.